Dataset: Forward reaction prediction with 1.9M reactions from USPTO patents (1976-2016). Task: Predict the product of the given reaction. (1) Given the reactants [CH3:1][O:2][C:3]1[CH:28]=[CH:27][C:6]([CH2:7][N:8]2[C:12]3=[N:13][CH:14]=[CH:15][C:16]([O:17][C:18]4[CH:23]=[CH:22][C:21]([NH2:24])=[CH:20][C:19]=4[F:25])=[C:11]3[C:10]([I:26])=[N:9]2)=[CH:5][CH:4]=1.[CH3:29][N:30]1[CH2:34][CH2:33][CH:32]([C:35](O)=[O:36])[C:31]1=[O:38].Cl.C(N=C=NCCCN(C)C)C.N1(O)C2C=CC=CC=2N=N1.C(N(C(C)C)C(C)C)C, predict the reaction product. The product is: [F:25][C:19]1[CH:20]=[C:21]([NH:24][C:35]([CH:32]2[CH2:33][CH2:34][N:30]([CH3:29])[C:31]2=[O:38])=[O:36])[CH:22]=[CH:23][C:18]=1[O:17][C:16]1[CH:15]=[CH:14][N:13]=[C:12]2[N:8]([CH2:7][C:6]3[CH:5]=[CH:4][C:3]([O:2][CH3:1])=[CH:28][CH:27]=3)[N:9]=[C:10]([I:26])[C:11]=12. (2) Given the reactants C(OC([NH:8][C@H:9]([C:15]([OH:17])=O)[CH2:10][CH2:11][C:12](=[O:14])[NH2:13])=O)(C)(C)C.C[N:19]1[CH2:24][CH2:23]O[CH2:21][CH2:20]1.N1CCCC1.O1CCOCC1.C(Cl)(Cl)[Cl:37].CO, predict the reaction product. The product is: [ClH:37].[NH2:8][C@H:9]([C:15]([N:19]1[CH2:24][CH2:23][CH2:21][CH2:20]1)=[O:17])[CH2:10][CH2:11][C:12](=[O:14])[NH2:13].